This data is from Forward reaction prediction with 1.9M reactions from USPTO patents (1976-2016). The task is: Predict the product of the given reaction. (1) Given the reactants [BH4-].[Na+].[Cl:3][C:4]1[CH:17]=[C:16]([N+:18]([O-])=O)[CH:15]=[CH:14][C:5]=1[O:6][CH2:7][CH2:8][N:9]1[CH2:13][CH2:12][CH2:11][CH2:10]1.[NH4+].[OH-], predict the reaction product. The product is: [Cl:3][C:4]1[CH:17]=[C:16]([NH2:18])[CH:15]=[CH:14][C:5]=1[O:6][CH2:7][CH2:8][N:9]1[CH2:10][CH2:11][CH2:12][CH2:13]1. (2) Given the reactants [F:1][C:2]([F:21])([F:20])[C:3]1[CH:8]=[CH:7][C:6]([CH:9]2[CH2:14][C:13](=[O:15])[NH:12][C:11]([CH3:16])=[C:10]2[C:17](O)=[O:18])=[CH:5][CH:4]=1.[NH:22]1[C:30]2[C:25](=[CH:26][C:27]([NH2:31])=[CH:28][CH:29]=2)[CH:24]=[N:23]1.C(Cl)CCl.CCN(CC)CC, predict the reaction product. The product is: [NH:22]1[C:30]2[C:25](=[CH:26][C:27]([NH:31][C:17]([C:10]3[CH:9]([C:6]4[CH:5]=[CH:4][C:3]([C:2]([F:20])([F:21])[F:1])=[CH:8][CH:7]=4)[CH2:14][C:13](=[O:15])[NH:12][C:11]=3[CH3:16])=[O:18])=[CH:28][CH:29]=2)[CH:24]=[N:23]1. (3) Given the reactants [NH2:1][CH2:2][CH2:3][N:4]1[C:12]2[C:7](=[CH:8][CH:9]=[C:10]([S:13][CH3:14])[CH:11]=2)[CH:6]=[C:5]1[C:15](=O)[CH:16]([CH3:18])[CH3:17].CCN(CC)CC.[BH4-].[Na+], predict the reaction product. The product is: [CH:16]([CH:15]1[C:5]2=[CH:6][C:7]3[CH:8]=[CH:9][C:10]([S:13][CH3:14])=[CH:11][C:12]=3[N:4]2[CH2:3][CH2:2][NH:1]1)([CH3:18])[CH3:17]. (4) Given the reactants [C:1]([O:4][CH2:5][C:6](=[O:16])[CH2:7][C:8]1[CH:13]=[CH:12]C(Cl)=C(Cl)[CH:9]=1)(=[O:3])[CH3:2].ClCC(=O)CC1C=C[S:23]C=1.C(O)(=O)C.C(N(CC)CC)C, predict the reaction product. The product is: [C:1]([O:4][CH2:5][C:6](=[O:16])[CH2:7][C:8]1[CH:13]=[CH:12][S:23][CH:9]=1)(=[O:3])[CH3:2]. (5) Given the reactants [F:1][C:2]1[CH:7]=[CH:6][C:5]([C:8]2[O:9][C:10]3[CH:20]=[CH:19][C:18]([C:21]4[CH:22]=[C:23]([CH:33]=[CH:34][C:35]=4[CH3:36])[C:24]([NH:26][C:27]4([C:30](O)=[O:31])[CH2:29][CH2:28]4)=[O:25])=[CH:17][C:11]=3[C:12]=2[C:13](=[O:16])[NH:14][CH3:15])=[CH:4][CH:3]=1.[NH:37]([C:39]([O:41][C:42]([CH3:45])([CH3:44])[CH3:43])=[O:40])[NH2:38].C(N(CC)C(C)C)(C)C.O, predict the reaction product. The product is: [F:1][C:2]1[CH:7]=[CH:6][C:5]([C:8]2[O:9][C:10]3[CH:20]=[CH:19][C:18]([C:21]4[CH:22]=[C:23]([CH:33]=[CH:34][C:35]=4[CH3:36])[C:24]([NH:26][C:27]4([C:30]([NH:38][NH:37][C:39]([O:41][C:42]([CH3:45])([CH3:44])[CH3:43])=[O:40])=[O:31])[CH2:28][CH2:29]4)=[O:25])=[CH:17][C:11]=3[C:12]=2[C:13](=[O:16])[NH:14][CH3:15])=[CH:4][CH:3]=1. (6) Given the reactants C1N=CN([C:6](N2C=NC=C2)=[O:7])C=1.[CH3:13][S:14](Cl)(=[O:16])=[O:15].[N:18]1[CH:23]=[CH:22][CH:21]=[CH:20][CH:19]=1, predict the reaction product. The product is: [NH:18]1[CH2:23][CH2:22][CH2:21][CH:20]([CH2:6][O:7][S:14]([CH3:13])(=[O:16])=[O:15])[CH2:19]1. (7) Given the reactants C1CCC(N=C=NC2CCCCC2)CC1.[N+]([C:19]1[CH:24]=[C:23](Cl)[C:22](Cl)=[CH:21][C:20]=1[CH2:27][C:28]([N:30]([CH3:49])[C@@H:31]1[C:40]2[C:35](=[CH:36][CH:37]=[C:38]([N+:41]([O-:43])=[O:42])[CH:39]=2)CC[C@H:32]1[N:44]1[CH2:48][CH2:47][CH2:46][CH2:45]1)=[O:29])([O-])=O.[CH3:50][S:51](C1C=CC(CC(O)=O)=CC=1)(=[O:53])=[O:52].N1C=CC=CC=1, predict the reaction product. The product is: [CH3:50][S:51]([C:23]1[CH:22]=[CH:21][C:20]([CH2:27][C:28]([N:30]([CH3:49])[C@@H:31]([C:40]2[CH:35]=[CH:36][CH:37]=[C:38]([N+:41]([O-:43])=[O:42])[CH:39]=2)[CH2:32][N:44]2[CH2:48][CH2:47][CH2:46][CH2:45]2)=[O:29])=[CH:19][CH:24]=1)(=[O:53])=[O:52].